Dataset: Reaction yield outcomes from USPTO patents with 853,638 reactions. Task: Predict the reaction yield, written as a fraction of the theoretical maximum amount of product (1.0 means a 100% yield; for example, 0.34 means a 34% yield). (1) The reactants are C[O:2][C:3]([C:5]1[S:6][C:7]([C:23]#[C:24][C:25]([F:28])([F:27])[F:26])=[CH:8][C:9]=1[N:10]([CH:20]([CH3:22])[CH3:21])[C:11]([C@H:13]1[CH2:18][CH2:17][C@H:16]([CH3:19])[CH2:15][CH2:14]1)=[O:12])=[O:4].C1COCC1.O.[OH-].[Li+].Cl. The catalyst is O. The product is [CH:20]([N:10]([C:11]([C@H:13]1[CH2:14][CH2:15][C@H:16]([CH3:19])[CH2:17][CH2:18]1)=[O:12])[C:9]1[CH:8]=[C:7]([C:23]#[C:24][C:25]([F:26])([F:28])[F:27])[S:6][C:5]=1[C:3]([OH:4])=[O:2])([CH3:22])[CH3:21]. The yield is 0.116. (2) The reactants are I[C:2]1[CH:12]=[CH:11][C:5]2[N:6]=[C:7]([S:9][CH3:10])[S:8][C:4]=2[CH:3]=1.[CH2:13]([OH:16])[CH:14]=[CH2:15].C1(C)C=CC=CC=1P(C1C=CC=CC=1C)C1C=CC=CC=1C.C([O-])(O)=O.[Na+]. The catalyst is CN(C=O)C.CC([O-])=O.CC([O-])=O.[Pd+2].O. The product is [CH3:10][S:9][C:7]1[S:8][C:4]2[CH:3]=[C:2]([CH2:15][CH2:14][CH:13]=[O:16])[CH:12]=[CH:11][C:5]=2[N:6]=1. The yield is 0.520. (3) The reactants are Br[C:2]1[CH:10]=[C:9]2[C:5]([CH2:6][C:7](=[O:11])[NH:8]2)=[CH:4][CH:3]=1.[CH:12]([Sn](CCCC)(CCCC)CCCC)=[CH2:13].[Cl-].[Li+].[F-].[K+]. The catalyst is C(#N)C.Cl[Pd](Cl)([P](C1C=CC=CC=1)(C1C=CC=CC=1)C1C=CC=CC=1)[P](C1C=CC=CC=1)(C1C=CC=CC=1)C1C=CC=CC=1.C(C1C=C(C)C=C(C(C)(C)C)C=1O)(C)(C)C.C(OCC)C.C(OCC)(=O)C. The product is [CH:12]([C:2]1[CH:10]=[C:9]2[C:5]([CH2:6][C:7](=[O:11])[NH:8]2)=[CH:4][CH:3]=1)=[CH2:13]. The yield is 0.310. (4) The reactants are COC1C=CC(C[O:8][C:9]2[CH:14]=[CH:13][CH:12]=[C:11]([O:15][C:16]3[CH:21]=[CH:20][CH:19]=[CH:18][CH:17]=3)[C:10]=2[CH3:22])=CC=1.CCCCCCC. The catalyst is C(O)C.[Pd]. The product is [CH3:22][C:10]1[C:11]([O:15][C:16]2[CH:17]=[CH:18][CH:19]=[CH:20][CH:21]=2)=[CH:12][CH:13]=[CH:14][C:9]=1[OH:8]. The yield is 0.340. (5) The reactants are [F:1][C:2]1[CH:7]=[C:6]([I:8])[CH:5]=CC=1CC#N.[C:12]1(C)C=CC(S(O)(=O)=O)=CC=1.[OH2:23].[C:24]([O:27][CH2:28][CH3:29])(=O)[CH3:25]. The catalyst is CO.C1C=CC=CC=1.CCCCCC. The product is [C:28]([O:27][C:24]1[CH:25]=[CH:5][C:6]([I:8])=[C:7]([CH3:12])[C:2]=1[F:1])(=[O:23])[CH3:29]. The yield is 0.800. (6) The reactants are N[C:2]1[CH:15]=[CH:14][C:13]2[C:12]3[C:7](=[CH:8][CH:9]=[CH:10][CH:11]=3)[CH:6]=[CH:5][C:4]=2[C:3]=1[Br:16].Cl.N([O-])=O.[Na+].[PH2](=O)O. The catalyst is C1COCC1.O. The product is [Br:16][C:3]1[C:4]2[CH:5]=[CH:6][C:7]3[C:12](=[CH:11][CH:10]=[CH:9][CH:8]=3)[C:13]=2[CH:14]=[CH:15][CH:2]=1. The yield is 0.660. (7) The reactants are [CH3:1][C:2]1[O:6][N:5]=[C:4]([C:7]2[CH:12]=[CH:11][CH:10]=[CH:9][CH:8]=2)[C:3]=1[CH2:13][O:14][C:15]1[CH:23]=[CH:22][C:18]([C:19]([OH:21])=O)=[CH:17][N:16]=1.OC(C(F)(F)F)=O.[NH2:31][CH2:32][C:33]1[O:37][N:36]=[C:35]([CH:38]([CH3:40])[CH3:39])[CH:34]=1. No catalyst specified. The product is [CH:38]([C:35]1[CH:34]=[C:33]([CH2:32][NH:31][C:19](=[O:21])[C:18]2[CH:22]=[CH:23][C:15]([O:14][CH2:13][C:3]3[C:4]([C:7]4[CH:8]=[CH:9][CH:10]=[CH:11][CH:12]=4)=[N:5][O:6][C:2]=3[CH3:1])=[N:16][CH:17]=2)[O:37][N:36]=1)([CH3:40])[CH3:39]. The yield is 0.810.